Task: Predict the product of the given reaction.. Dataset: Forward reaction prediction with 1.9M reactions from USPTO patents (1976-2016) (1) Given the reactants [H-].[H-].[H-].[H-].[Li+].[Al+3].[CH3:7][O:8][C:9]1[CH:18]=[C:17]2[C:12]([C:13](=[N:27]O)[CH:14]([C:19]3[CH:24]=[CH:23][C:22](OC)=[CH:21][CH:20]=3)[CH2:15][O:16]2)=[CH:11][CH:10]=1.C[CH2:30][O:31]CC, predict the reaction product. The product is: [CH3:7][O:8][C:9]1[CH:10]=[CH:11][C:12]2[NH:27][CH2:13][CH:14]([C:19]3[CH:20]=[CH:21][CH:22]=[C:23]([O:31][CH3:30])[CH:24]=3)[CH2:15][O:16][C:17]=2[CH:18]=1. (2) Given the reactants [CH3:1][C:2](=[CH2:15])[C:3]([NH:5][C:6]1[CH:11]=[CH:10][C:9]([N+:12]([O-])=O)=[CH:8][CH:7]=1)=[O:4].C(O)(=O)C.C(OCC)(=O)C.[ClH:26], predict the reaction product. The product is: [ClH:26].[NH2:12][C:9]1[CH:8]=[CH:7][C:6]([NH:5][C:3](=[O:4])[C:2]([CH3:15])=[CH2:1])=[CH:11][CH:10]=1. (3) Given the reactants Cl.[Si]([O:9][CH:10]([C:12]1[CH:13]=[CH:14][C:15]([CH3:27])=[C:16]([N:18](C)[C:19](=O)OC(C)(C)C)[CH:17]=1)[CH3:11])(C(C)(C)C)(C)C, predict the reaction product. The product is: [CH3:27][C:15]1[CH:14]=[CH:13][C:12]([CH:10]([OH:9])[CH3:11])=[CH:17][C:16]=1[NH:18][CH3:19].